Dataset: Forward reaction prediction with 1.9M reactions from USPTO patents (1976-2016). Task: Predict the product of the given reaction. (1) Given the reactants Br[C:2]1[CH:3]=[CH:4][C:5]2[S:9](=[O:11])(=[O:10])[N:8]([CH:12]3[CH2:16][NH:15][C:14](=[O:17])[CH2:13]3)[CH:7]([CH3:18])[C:6]=2[CH:19]=1.[F:20][C:21]1[CH:29]=[C:28]2[C:24]([C:25](B3OC(C)(C)C(C)(C)O3)=[CH:26][N:27]2[C:30]([O:32][C:33]([CH3:36])([CH3:35])[CH3:34])=[O:31])=[CH:23][CH:22]=1.[O-]P([O-])([O-])=O.[K+].[K+].[K+], predict the reaction product. The product is: [F:20][C:21]1[CH:29]=[C:28]2[C:24]([C:25]([C:2]3[CH:3]=[CH:4][C:5]4[S:9](=[O:11])(=[O:10])[N:8]([CH:12]5[CH2:13][C:14](=[O:17])[NH:15][CH2:16]5)[CH:7]([CH3:18])[C:6]=4[CH:19]=3)=[CH:26][N:27]2[C:30]([O:32][C:33]([CH3:36])([CH3:35])[CH3:34])=[O:31])=[CH:23][CH:22]=1. (2) Given the reactants I[C:2]1[CH:3]=[C:4]([N:8]2[CH2:13][CH2:12][O:11][CH2:10][CH2:9]2)[CH:5]=[CH:6][CH:7]=1.[C:14]([O:18][C:19](=[O:22])[NH:20][NH2:21])([CH3:17])([CH3:16])[CH3:15].N1C2C(=CC=C3C=2N=CC=C3)C=CC=1.C(=O)([O-])[O-].[Cs+].[Cs+], predict the reaction product. The product is: [C:14]([O:18][C:19]([N:20]([C:2]1[CH:7]=[CH:6][CH:5]=[C:4]([N:8]2[CH2:13][CH2:12][O:11][CH2:10][CH2:9]2)[CH:3]=1)[NH2:21])=[O:22])([CH3:17])([CH3:16])[CH3:15].